From a dataset of Reaction yield outcomes from USPTO patents with 853,638 reactions. Predict the reaction yield, written as a fraction of the theoretical maximum amount of product (1.0 means a 100% yield; for example, 0.34 means a 34% yield). (1) The reactants are [Br:1][C:2]1[CH:8]=[CH:7][C:5]([NH2:6])=[CH:4][CH:3]=1.[C:9]([C:13]1[CH:20]=[CH:19][C:16]([CH:17]=O)=[CH:15][CH:14]=1)([CH3:12])([CH3:11])[CH3:10].C(O)(=O)C.[C-:25]#[N:26].[K+]. The catalyst is C1COCC1.O. The product is [Br:1][C:2]1[CH:8]=[CH:7][C:5]([NH:6][CH:17]([C:16]2[CH:19]=[CH:20][C:13]([C:9]([CH3:12])([CH3:11])[CH3:10])=[CH:14][CH:15]=2)[C:25]#[N:26])=[CH:4][CH:3]=1. The yield is 0.770. (2) The reactants are [OH:1][C:2]1[C:7]([C:8](=[O:12])[CH:9]([CH3:11])[CH3:10])=[CH:6][N:5]=[C:4]2[S:13][C:14]([C:17]3[CH:22]=[CH:21][CH:20]=[CH:19][CH:18]=3)=[C:15]([CH3:16])[C:3]=12.C(=O)([O-])[O-].[K+].[K+].CN(C)C=O.[F:34][C:35]1[CH:42]=[CH:41][CH:40]=[C:39]([F:43])[C:36]=1[CH2:37]Br. The catalyst is O. The product is [F:34][C:35]1[CH:42]=[CH:41][CH:40]=[C:39]([F:43])[C:36]=1[CH2:37][N:5]1[CH:6]=[C:7]([C:8](=[O:12])[CH:9]([CH3:11])[CH3:10])[C:2](=[O:1])[C:3]2[C:15]([CH3:16])=[C:14]([C:17]3[CH:22]=[CH:21][CH:20]=[CH:19][CH:18]=3)[S:13][C:4]1=2. The yield is 0.917. (3) The reactants are [OH:1][C:2]1[CH:3]=[C:4]([CH:9]=[C:10]([OH:12])[CH:11]=1)[C:5]([O:7][CH3:8])=[O:6].[Br:13][C:14]1[CH:19]=[CH:18][C:17](B(O)O)=[CH:16][CH:15]=1.N1C=CC=CC=1. The catalyst is C(Cl)Cl.C([O-])(=O)C.[Cu+2].C([O-])(=O)C. The product is [CH3:8][O:7][C:5](=[O:6])[C:4]1[CH:3]=[C:2]([OH:1])[CH:11]=[C:10]([O:12][C:17]2[CH:18]=[CH:19][C:14]([Br:13])=[CH:15][CH:16]=2)[CH:9]=1. The yield is 0.220. (4) The reactants are [OH-:1].[Na+].CN([C:11]1[N:16]2[N:17]=[CH:18][C:19]([CH2:20][CH2:21][C:22]([NH:24][CH2:25][CH2:26][CH2:27][N:28]3[CH2:32][CH2:31][CH2:30][C:29]3=[O:33])=[O:23])=[C:15]2[N:14]=[CH:13][N:12]=1)C1C=CC=CC=1. The catalyst is C(O)C. The product is [O:1]=[C:11]1[N:16]2[N:17]=[CH:18][C:19]([CH2:20][CH2:21][C:22]([NH:24][CH2:25][CH2:26][CH2:27][N:28]3[CH2:32][CH2:31][CH2:30][C:29]3=[O:33])=[O:23])=[C:15]2[N:14]=[CH:13][NH:12]1. The yield is 0.660. (5) The yield is 0.830. No catalyst specified. The reactants are [NH2:1][C:2]1[C:11]2[C:6](=[C:7](I)[CH:8]=[CH:9][CH:10]=2)[N:5]=[N:4][C:3]=1[C:13]([NH:15][CH2:16][CH2:17][CH3:18])=[O:14].[CH3:19][C:20]1[CH:25]=[CH:24][C:23]([CH3:26])=[CH:22][C:21]=1B(O)O. The product is [NH2:1][C:2]1[C:11]2[C:6](=[C:7]([C:21]3[CH:22]=[C:23]([CH3:26])[CH:24]=[CH:25][C:20]=3[CH3:19])[CH:8]=[CH:9][CH:10]=2)[N:5]=[N:4][C:3]=1[C:13]([NH:15][CH2:16][CH2:17][CH3:18])=[O:14].